From a dataset of Catalyst prediction with 721,799 reactions and 888 catalyst types from USPTO. Predict which catalyst facilitates the given reaction. (1) Reactant: [F:1][C:2]([F:7])([F:6])[C:3]([OH:5])=[O:4].[CH2:8]([O:12][C:13]1([C:38]2[CH:43]=[CH:42][CH:41]=[CH:40][C:39]=2[CH3:44])[CH2:16][N:15]([C:17](=[O:37])[CH:18]([NH:29]C(=O)OC(C)(C)C)[CH2:19][C:20]2[CH:25]=[CH:24][C:23]([O:26][CH3:27])=[CH:22][C:21]=2[OH:28])[CH2:14]1)[CH2:9][CH2:10][CH3:11]. Product: [F:1][C:2]([F:7])([F:6])[C:3]([OH:5])=[O:4].[NH2:29][CH:18]([CH2:19][C:20]1[CH:25]=[CH:24][C:23]([O:26][CH3:27])=[CH:22][C:21]=1[OH:28])[C:17]([N:15]1[CH2:16][C:13]([O:12][CH2:8][CH2:9][CH2:10][CH3:11])([C:38]2[CH:43]=[CH:42][CH:41]=[CH:40][C:39]=2[CH3:44])[CH2:14]1)=[O:37]. The catalyst class is: 4. (2) Reactant: [CH3:1][N:2]1[CH:6]=[C:5]([N:7]2[CH:12]=[CH:11][C:10](=O)[C:9]([CH2:14][CH2:15][C:16]3[CH:17]=[C:18]4[C:23](=[CH:24][CH:25]=3)[N:22]=[CH:21][CH:20]=[CH:19]4)=[N:8]2)[CH:4]=[N:3]1.COC1C=CC(P2(SP(C3C=CC(OC)=CC=3)(=S)S2)=[S:35])=CC=1. Product: [CH3:1][N:2]1[CH:6]=[C:5]([N:7]2[CH:12]=[CH:11][C:10](=[S:35])[C:9]([CH2:14][CH2:15][C:16]3[CH:17]=[C:18]4[C:23](=[CH:24][CH:25]=3)[N:22]=[CH:21][CH:20]=[CH:19]4)=[N:8]2)[CH:4]=[N:3]1. The catalyst class is: 12. (3) Reactant: [CH3:1][O:2][C:3]([C:5]1[C:9]([NH2:10])=[CH:8][N:7]([CH3:11])[N:6]=1)=[O:4].C(N(CC)CC)C.[C:19]1([C:25](Cl)([C:32]2[CH:37]=[CH:36][CH:35]=[CH:34][CH:33]=2)[C:26]2[CH:31]=[CH:30][CH:29]=[CH:28][CH:27]=2)[CH:24]=[CH:23][CH:22]=[CH:21][CH:20]=1. Product: [CH3:1][O:2][C:3]([C:5]1[C:9]([NH:10][C:25]([C:19]2[CH:24]=[CH:23][CH:22]=[CH:21][CH:20]=2)([C:32]2[CH:33]=[CH:34][CH:35]=[CH:36][CH:37]=2)[C:26]2[CH:27]=[CH:28][CH:29]=[CH:30][CH:31]=2)=[CH:8][N:7]([CH3:11])[N:6]=1)=[O:4]. The catalyst class is: 9. (4) Reactant: [CH:1]1([OH:13])[CH2:12][CH2:11][CH2:10][CH:9]=[CH:8][CH2:7][CH2:6][CH:5]=[CH:4][CH2:3][CH2:2]1.O.C1(C)C(S(O)(=O)=O)=CC=CC=1.[CH:26]([O:28][CH2:29][CH3:30])=[CH2:27]. Product: [CH2:26]([O:28][CH:29]([O:13][CH:1]1[CH2:12][CH2:11][CH2:10][CH:9]=[CH:8][CH2:7][CH2:6][CH:5]=[CH:4][CH2:3][CH2:2]1)[CH3:30])[CH3:27]. The catalyst class is: 237. (5) Reactant: [O:1]1[CH2:5][CH2:4][CH:3]([C:6]([OH:8])=[O:7])[CH2:2]1.[C:9]([O-])([O-])=O.[K+].[K+].S(OC)(OC)(=O)=O. Product: [O:1]1[CH2:5][CH2:4][CH:3]([C:6]([O:8][CH3:9])=[O:7])[CH2:2]1. The catalyst class is: 21. (6) Reactant: [CH2:1]([C:3]1[S:29][C:6]2[N:7]([CH2:14][C:15]3[CH:20]=[CH:19][C:18]([C:21]4[C:22]([C:27]#[N:28])=[CH:23][CH:24]=[CH:25][CH:26]=4)=[CH:17][CH:16]=3)[C:8](=[O:13])[CH2:9][NH:10][C:11](=[O:12])[C:5]=2[CH:4]=1)[CH3:2].Br[CH2:31][CH2:32][C:33]1[CH:38]=[CH:37][CH:36]=[CH:35][CH:34]=1.CN(C)C=O.[H-].[Na+]. Product: [CH2:1]([C:3]1[S:29][C:6]2[N:7]([CH2:14][C:15]3[CH:20]=[CH:19][C:18]([C:21]4[C:22]([C:27]#[N:28])=[CH:23][CH:24]=[CH:25][CH:26]=4)=[CH:17][CH:16]=3)[C:8](=[O:13])[CH2:9][N:10]([CH2:31][CH2:32][C:33]3[CH:38]=[CH:37][CH:36]=[CH:35][CH:34]=3)[C:11](=[O:12])[C:5]=2[CH:4]=1)[CH3:2]. The catalyst class is: 13. (7) Reactant: CC(C)(C)C[O:4][C:5](=[O:34])[C:6]1[CH:11]=[CH:10][C:9]([C:12]([F:15])([F:14])[F:13])=[CH:8][C:7]=1[C:16]1[CH:25]=[C:24]2[C:19]([C@H:20]([OH:33])[C@@H:21]([CH2:26][C:27]3[CH:32]=[CH:31][CH:30]=[CH:29][CH:28]=3)[CH2:22][O:23]2)=[CH:18][CH:17]=1.[OH-].[Na+].O. Product: [CH2:26]([C@@H:21]1[C@@H:20]([OH:33])[C:19]2[C:24](=[CH:25][C:16]([C:7]3[CH:8]=[C:9]([C:12]([F:15])([F:13])[F:14])[CH:10]=[CH:11][C:6]=3[C:5]([OH:34])=[O:4])=[CH:17][CH:18]=2)[O:23][CH2:22]1)[C:27]1[CH:28]=[CH:29][CH:30]=[CH:31][CH:32]=1. The catalyst class is: 32.